This data is from Reaction yield outcomes from USPTO patents with 853,638 reactions. The task is: Predict the reaction yield, written as a fraction of the theoretical maximum amount of product (1.0 means a 100% yield; for example, 0.34 means a 34% yield). The reactants are [C:1]([O:4][CH:5]=[CH:6][CH:7]=[CH2:8])(=[O:3])[CH3:2].[C:9]([NH2:13])(=[O:12])[CH:10]=[CH2:11].ClCCl. The catalyst is C1(C)C=CC=CC=1.C1(C=CC(O)=CC=1)O. The product is [C:9]([CH:10]1[CH:5]([O:4][C:1](=[O:3])[CH3:2])[CH:6]=[CH:7][CH2:8][CH2:11]1)(=[O:12])[NH2:13]. The yield is 0.710.